This data is from Forward reaction prediction with 1.9M reactions from USPTO patents (1976-2016). The task is: Predict the product of the given reaction. (1) Given the reactants [CH2:1]([N:8]1[CH2:13][CH2:12][C:11]([NH:17][C:18]2[CH:23]=[CH:22][CH:21]=[CH:20][CH:19]=2)([C:14]([OH:16])=[O:15])[CH2:10][CH2:9]1)[C:2]1[CH:7]=[CH:6][CH:5]=[CH:4][CH:3]=1.[OH-].[Na+].Br[CH2:27][CH3:28], predict the reaction product. The product is: [CH2:1]([N:8]1[CH2:9][CH2:10][C:11]([NH:17][C:18]2[CH:23]=[CH:22][CH:21]=[CH:20][CH:19]=2)([C:14]([O:16][CH2:27][CH3:28])=[O:15])[CH2:12][CH2:13]1)[C:2]1[CH:3]=[CH:4][CH:5]=[CH:6][CH:7]=1. (2) Given the reactants ClCl.[CH3:3][O:4][C:5](=[O:23])[C:6]1[CH:11]=[CH:10][C:9]([O:12][C:13]2[C:14]3[CH2:22][CH2:21][CH2:20][C:15]=3[N:16]=[C:17](Cl)[N:18]=2)=[CH:8][CH:7]=1.[Cl:24][C:25]1[CH:26]=[C:27](B(O)O)[CH:28]=[CH:29][C:30]=1[O:31][CH3:32], predict the reaction product. The product is: [CH3:3][O:4][C:5](=[O:23])[C:6]1[CH:11]=[CH:10][C:9]([O:12][C:13]2[C:14]3[CH2:22][CH2:21][CH2:20][C:15]=3[N:16]=[C:17]([C:27]3[CH:28]=[CH:29][C:30]([O:31][CH3:32])=[C:25]([Cl:24])[CH:26]=3)[N:18]=2)=[CH:8][CH:7]=1.